This data is from Peptide-MHC class II binding affinity with 134,281 pairs from IEDB. The task is: Regression. Given a peptide amino acid sequence and an MHC pseudo amino acid sequence, predict their binding affinity value. This is MHC class II binding data. (1) The peptide sequence is AAEWDRVHPVHAGPIP. The MHC is DRB1_0405 with pseudo-sequence DRB1_0405. The binding affinity (normalized) is 0.328. (2) The peptide sequence is ASQARPSQRHG. The MHC is H-2-IAu with pseudo-sequence H-2-IAu. The binding affinity (normalized) is 0.277. (3) The peptide sequence is FVVTTDISEMGANFK. The MHC is DRB3_0101 with pseudo-sequence DRB3_0101. The binding affinity (normalized) is 0.319. (4) The peptide sequence is GELQRVDKIDAAFKI. The MHC is DRB1_0404 with pseudo-sequence DRB1_0404. The binding affinity (normalized) is 0.550. (5) The peptide sequence is VSAIVGAAASVFVCL. The MHC is DRB1_0405 with pseudo-sequence DRB1_0405. The binding affinity (normalized) is 0.157.